This data is from Forward reaction prediction with 1.9M reactions from USPTO patents (1976-2016). The task is: Predict the product of the given reaction. (1) Given the reactants [C:1]1([C:7]2([C:17]3[CH:22]=[CH:21][CH:20]=[CH:19][CH:18]=3)[CH:11]3[CH2:12][NH:13][CH2:14][CH2:15][N:10]3[C:9](=[O:16])[O:8]2)[CH:6]=[CH:5][CH:4]=[CH:3][CH:2]=1.N1C=CC=CC=1.[F:29][C:30]1[CH:35]=[CH:34][C:33](/[CH:36]=[CH:37]/[S:38](Cl)(=[O:40])=[O:39])=[CH:32][CH:31]=1, predict the reaction product. The product is: [F:29][C:30]1[CH:31]=[CH:32][C:33](/[CH:36]=[CH:37]/[S:38]([N:13]2[CH2:14][CH2:15][N:10]3[C:9](=[O:16])[O:8][C:7]([C:1]4[CH:6]=[CH:5][CH:4]=[CH:3][CH:2]=4)([C:17]4[CH:18]=[CH:19][CH:20]=[CH:21][CH:22]=4)[CH:11]3[CH2:12]2)(=[O:40])=[O:39])=[CH:34][CH:35]=1. (2) The product is: [CH2:16]([O:19][CH2:20][C@@H:21]1[CH2:26][CH2:25][CH2:24][N:23]([CH2:27][C@H:28]2[CH2:33][CH2:32][CH2:31][CH2:30][C@@H:29]2[NH:34][C:10](=[O:12])[C:9]2[CH:13]=[CH:14][C:6]([N:1]3[CH:5]=[CH:4][N:3]=[CH:2]3)=[N:7][CH:8]=2)[CH2:22]1)[CH:17]=[CH2:18].[ClH:15]. Given the reactants [N:1]1([C:6]2[CH:14]=[CH:13][C:9]([C:10]([OH:12])=O)=[CH:8][N:7]=2)[CH:5]=[CH:4][N:3]=[CH:2]1.[ClH:15].[CH2:16]([O:19][CH2:20][C@@H:21]1[CH2:26][CH2:25][CH2:24][N:23]([CH2:27][C@H:28]2[CH2:33][CH2:32][CH2:31][CH2:30][C@@H:29]2[NH2:34])[CH2:22]1)[CH:17]=[CH2:18].CN(C(ON1N=NC2C=CC=NC1=2)=[N+](C)C)C.F[P-](F)(F)(F)(F)F.C(N(C(C)C)CC)(C)C, predict the reaction product. (3) Given the reactants [C:1]([O:5][C:6]([N:8]1[C:11]2([CH2:15][CH2:14][N:13](CC3C=CC=CC=3)[CH2:12]2)[CH:10]([CH3:23])[CH2:9]1)=[O:7])([CH3:4])([CH3:3])[CH3:2], predict the reaction product. The product is: [C:1]([O:5][C:6]([N:8]1[C:11]2([CH2:15][CH2:14][NH:13][CH2:12]2)[CH:10]([CH3:23])[CH2:9]1)=[O:7])([CH3:4])([CH3:2])[CH3:3]. (4) The product is: [NH2:13][CH2:12][C@H:8]([CH2:14][C:15]1[CH:20]=[CH:19][CH:18]=[CH:17][CH:16]=1)[C:1]([OH:3])=[O:2].[C:21]([OH:27])([C:23]([F:26])([F:25])[F:24])=[O:22]. Given the reactants [C:1]([C@@:8]([CH2:14][C:15]1[CH:20]=[CH:19][CH:18]=[CH:17][CH:16]=1)([CH2:12][NH2:13])C(O)=O)([O:3]C(C)(C)C)=[O:2].[C:21]([OH:27])([C:23]([F:26])([F:25])[F:24])=[O:22], predict the reaction product.